The task is: Predict which catalyst facilitates the given reaction.. This data is from Catalyst prediction with 721,799 reactions and 888 catalyst types from USPTO. Reactant: [C:1]([O:5][C:6]([N:8]1[CH2:13][CH2:12][N:11]([C:14]2[CH:19]=[CH:18][C:17]([N+:20]([O-])=O)=[CH:16][N:15]=2)[CH2:10][CH2:9]1)=[O:7])([CH3:4])([CH3:3])[CH3:2]. Product: [C:1]([O:5][C:6]([N:8]1[CH2:13][CH2:12][N:11]([C:14]2[CH:19]=[CH:18][C:17]([NH2:20])=[CH:16][N:15]=2)[CH2:10][CH2:9]1)=[O:7])([CH3:4])([CH3:2])[CH3:3]. The catalyst class is: 50.